This data is from Catalyst prediction with 721,799 reactions and 888 catalyst types from USPTO. The task is: Predict which catalyst facilitates the given reaction. (1) Reactant: Cl[C:2]1[N:3]=[N:4][CH:5]=[C:6]2[CH:10]=[C:9]([C:11]3[CH:12]=[C:13]([CH:20]=[CH:21][C:22]=3[CH3:23])[C:14]([NH:16][CH:17]3[CH2:19][CH2:18]3)=[O:15])[S:8][C:7]=12.[NH:24]1[CH2:29][CH2:28][O:27][CH2:26][CH2:25]1. Product: [CH:17]1([NH:16][C:14](=[O:15])[C:13]2[CH:20]=[CH:21][C:22]([CH3:23])=[C:11]([C:9]3[S:8][C:7]4=[C:2]([N:24]5[CH2:29][CH2:28][O:27][CH2:26][CH2:25]5)[N:3]=[N:4][CH:5]=[C:6]4[CH:10]=3)[CH:12]=2)[CH2:19][CH2:18]1. The catalyst class is: 10. (2) Reactant: C1CN([P+](ON2N=NC3C=CC=CC2=3)(N2CCCC2)N2CCCC2)CC1.F[P-](F)(F)(F)(F)F.C(N(CC)C(C)C)(C)C.[Cl:43][C:44]1[CH:45]=[CH:46][C:47]2[N:53]3[C:54]([CH:57]([CH3:59])[CH3:58])=[N:55][N:56]=[C:52]3[CH:51]([CH2:60][C:61](O)=[O:62])[O:50][CH:49]([C:64]3[CH:69]=[CH:68][CH:67]=[C:66]([O:70][CH3:71])[C:65]=3[O:72][CH3:73])[C:48]=2[CH:74]=1.[NH:75]1[CH2:79][CH2:78][CH:77]([C:80]([O:82][C:83]([CH3:86])([CH3:85])[CH3:84])=[O:81])[CH2:76]1. Product: [Cl:43][C:44]1[CH:45]=[CH:46][C:47]2[N:53]3[C:54]([CH:57]([CH3:59])[CH3:58])=[N:55][N:56]=[C:52]3[CH:51]([CH2:60][C:61]([N:75]3[CH2:79][CH2:78][CH:77]([C:80]([O:82][C:83]([CH3:86])([CH3:85])[CH3:84])=[O:81])[CH2:76]3)=[O:62])[O:50][CH:49]([C:64]3[CH:69]=[CH:68][CH:67]=[C:66]([O:70][CH3:71])[C:65]=3[O:72][CH3:73])[C:48]=2[CH:74]=1. The catalyst class is: 7.